Dataset: Forward reaction prediction with 1.9M reactions from USPTO patents (1976-2016). Task: Predict the product of the given reaction. Given the reactants Cl[C:2]1[N:10]=[C:9]2[C:5]([N:6]=[C:7]([CH:12]=[C:13]3[CH2:18][CH2:17][N:16]([C:19]([O:21][C:22]([CH3:25])([CH3:24])[CH3:23])=[O:20])[CH2:15][CH2:14]3)[N:8]2[CH3:11])=[C:4]([N:26]2[CH2:31][CH2:30][O:29][CH2:28][CH2:27]2)[N:3]=1.[CH3:32][C:33]1[NH:34][C:35]2[CH:41]=[CH:40][CH:39]=[CH:38][C:36]=2[N:37]=1.CC(C1C=C(C(C)C)C(C2C=CC=CC=2P(C2CCCCC2)C2CCCCC2)=C(C(C)C)C=1)C.C(=O)([O-])[O-].[Cs+].[Cs+], predict the reaction product. The product is: [CH3:11][N:8]1[C:7]([CH:12]=[C:13]2[CH2:14][CH2:15][N:16]([C:19]([O:21][C:22]([CH3:24])([CH3:23])[CH3:25])=[O:20])[CH2:17][CH2:18]2)=[N:6][C:5]2[C:9]1=[N:10][C:2]([N:34]1[C:35]3[CH:41]=[CH:40][CH:39]=[CH:38][C:36]=3[N:37]=[C:33]1[CH3:32])=[N:3][C:4]=2[N:26]1[CH2:27][CH2:28][O:29][CH2:30][CH2:31]1.